Dataset: Forward reaction prediction with 1.9M reactions from USPTO patents (1976-2016). Task: Predict the product of the given reaction. (1) Given the reactants [S:1]1[CH:5]=[CH:4][CH:3]=[C:2]1[C:6]([C:8]1[CH:9]=[N:10][N:11]2[C:16]([C:17]3[CH:18]=[C:19]([C:23]4[CH:28]=[CH:27][C:26]([CH:29]=O)=[CH:25][CH:24]=4)[CH:20]=[CH:21][CH:22]=3)=[CH:15][CH:14]=[N:13][C:12]=12)=[O:7].[CH3:31][NH:32][CH3:33], predict the reaction product. The product is: [CH3:31][N:32]([CH2:29][C:26]1[CH:25]=[CH:24][C:23]([C:19]2[CH:20]=[CH:21][CH:22]=[C:17]([C:16]3[N:11]4[N:10]=[CH:9][C:8]([C:6]([C:2]5[S:1][CH:5]=[CH:4][CH:3]=5)=[O:7])=[C:12]4[N:13]=[CH:14][CH:15]=3)[CH:18]=2)=[CH:28][CH:27]=1)[CH3:33]. (2) Given the reactants C(O)CCCCC[CH2:7][CH2:8][CH2:9][CH2:10][CH2:11][CH2:12][CH2:13][CH2:14][CH2:15][CH2:16][CH2:17][CH3:18].[H][H].[CH3:22][C:23]1[C:28]2COC(=O)[C:27]=2[C:26](O[C@@H]2O[C@H](C(O)=O)[C@@H](O)[C@H](O)[C@H]2O)=[C:25]([CH2:46]/[CH:47]=[C:48](/[CH2:50][CH2:51][C:52](O)=O)\C)C=1OC.[NH3:57], predict the reaction product. The product is: [CH2:52]([NH:57][CH2:7][CH2:8][CH2:9][CH2:10][CH2:11][CH2:12][CH2:13][CH2:14][CH2:15][CH2:16][CH2:17][CH3:18])[CH2:51][CH2:50][CH2:48][CH2:47][CH2:46][CH2:25][CH2:26][CH2:27][CH2:28][CH2:23][CH3:22]. (3) Given the reactants [N:1]1[CH:6]=[CH:5][CH:4]=[C:3]([C:7]#[C:8][C:9]2[CH:18]=[CH:17][C:16]3[C:11](=[CH:12][CH:13]=[CH:14][C:15]=3CC(C)(C)C([O-])=O)[N:10]=2)[CH:2]=1.[H-].[H-].[H-].[H-].[Li+].[Al+3].C1C[O:35]CC1, predict the reaction product. The product is: [N:1]1[CH:6]=[CH:5][CH:4]=[C:3]([C:7]#[C:8][C:9]2[CH:18]=[CH:17][C:16]3[C:15]([OH:35])=[CH:14][CH:13]=[CH:12][C:11]=3[N:10]=2)[CH:2]=1. (4) Given the reactants [NH2:1][CH:2]1[CH:7]2[CH:3]1[CH2:4][N:5]([C:8]([O:10][C:11]([CH3:14])([CH3:13])[CH3:12])=[O:9])[CH2:6]2.C(=O)(O)[O-].[Na+].[C:20](Cl)([O:22][CH2:23][CH:24]1[C:36]2[C:31](=[CH:32][CH:33]=[CH:34][CH:35]=2)[C:30]2[C:25]1=[CH:26][CH:27]=[CH:28][CH:29]=2)=[O:21], predict the reaction product. The product is: [CH:35]1[C:36]2[CH:24]([CH2:23][O:22][C:20]([NH:1][CH:2]3[CH:7]4[CH:3]3[CH2:4][N:5]([C:8]([O:10][C:11]([CH3:14])([CH3:13])[CH3:12])=[O:9])[CH2:6]4)=[O:21])[C:25]3[C:30](=[CH:29][CH:28]=[CH:27][CH:26]=3)[C:31]=2[CH:32]=[CH:33][CH:34]=1. (5) Given the reactants [Br:1][C:2]1[CH:10]=[C:9]2[C:5]([C:6]([CH2:14][CH3:15])=[N:7][N:8]2C(=O)C)=[CH:4][CH:3]=1.[OH-].[Na+], predict the reaction product. The product is: [Br:1][C:2]1[CH:10]=[C:9]2[C:5]([C:6]([CH2:14][CH3:15])=[N:7][NH:8]2)=[CH:4][CH:3]=1. (6) The product is: [C:1]1([C:27]2[CH:32]=[CH:31][CH:30]=[CH:29][CH:28]=2)[CH:6]=[CH:5][C:4]([C:7]([N:9]2[CH2:10][CH2:11][N:12]([C:15]3[C:16]4[CH:24]=[C:23]([CH2:25][CH3:26])[S:22][C:17]=4[N:18]=[C:19]([NH:21][C:7]([NH:9][CH2:10][CH2:11][CH2:37][OH:43])=[O:8])[N:20]=3)[CH2:13][CH2:14]2)=[O:8])=[CH:3][CH:2]=1. Given the reactants [C:1]1([C:27]2[CH:32]=[CH:31][CH:30]=[CH:29][CH:28]=2)[CH:6]=[CH:5][C:4]([C:7]([N:9]2[CH2:14][CH2:13][N:12]([C:15]3[C:16]4[CH:24]=[C:23]([CH2:25][CH3:26])[S:22][C:17]=4[N:18]=[C:19]([NH2:21])[N:20]=3)[CH2:11][CH2:10]2)=[O:8])=[CH:3][CH:2]=1.ClC(Cl)(O[C:37](=[O:43])OC(Cl)(Cl)Cl)Cl, predict the reaction product.